Dataset: Forward reaction prediction with 1.9M reactions from USPTO patents (1976-2016). Task: Predict the product of the given reaction. (1) Given the reactants [NH:1]1[C:5]([C:6]([O:8][CH2:9][C:10]2[CH:15]=[CH:14][CH:13]=[CH:12][CH:11]=2)=[O:7])=[CH:4][C:3]([C:16]([O:18][CH2:19][C:20]2[CH:25]=[CH:24][CH:23]=[CH:22][CH:21]=2)=[O:17])=[N:2]1.C(=O)([O-])[O-].[K+].[K+].[Br:32][CH2:33][CH2:34]Br.CO.C(Cl)Cl, predict the reaction product. The product is: [Br:32][CH2:33][CH2:34][N:1]1[C:5]([C:6]([O:8][CH2:9][C:10]2[CH:15]=[CH:14][CH:13]=[CH:12][CH:11]=2)=[O:7])=[CH:4][C:3]([C:16]([O:18][CH2:19][C:20]2[CH:25]=[CH:24][CH:23]=[CH:22][CH:21]=2)=[O:17])=[N:2]1. (2) Given the reactants [CH3:1][N:2]([CH3:18])[C:3]([C:5]1[S:6][C:7]2[N:8]=[CH:9][N:10]=[C:11](S(C)(=O)=O)[C:12]=2[N:13]=1)=[O:4].[NH2:19][C:20]1[C:29]([O:30][CH3:31])=[CH:28][C:23]2[NH:24][C:25](=[O:27])[S:26][C:22]=2[CH:21]=1, predict the reaction product. The product is: [CH3:31][O:30][C:29]1[C:20]([NH:19][C:11]2[C:12]3[N:13]=[C:5]([C:3]([N:2]([CH3:1])[CH3:18])=[O:4])[S:6][C:7]=3[N:8]=[CH:9][N:10]=2)=[CH:21][C:22]2[S:26][C:25](=[O:27])[NH:24][C:23]=2[CH:28]=1. (3) Given the reactants C([O:3][C:4](=[O:19])[CH:5]([O:16][CH2:17][CH3:18])[CH2:6][C:7]1[CH:8]=[C:9]2[C:13](=[CH:14][CH:15]=1)[NH:12][CH:11]=[CH:10]2)C.Cl[CH2:21][C:22]1[N:23]=[C:24]([C:28]2[CH:33]=[CH:32][CH:31]=[CH:30][C:29]=2[F:34])[O:25][C:26]=1[CH3:27], predict the reaction product. The product is: [CH2:17]([O:16][CH:5]([CH2:6][C:7]1[CH:8]=[C:9]2[C:13](=[CH:14][CH:15]=1)[N:12]([CH2:21][C:22]1[N:23]=[C:24]([C:28]3[CH:33]=[CH:32][CH:31]=[CH:30][C:29]=3[F:34])[O:25][C:26]=1[CH3:27])[CH:11]=[CH:10]2)[C:4]([OH:3])=[O:19])[CH3:18]. (4) Given the reactants Cl.[O:2]1[C@@H:14]2[C@@:15]34[CH2:17][CH2:18][N:19]([CH2:20][CH3:21])[C@@H:9]([C@:10]3([O:23][CH2:24][CH2:25][CH2:26][C:27]3[CH:32]=[CH:31][CH:30]=[CH:29][CH:28]=3)[CH2:11][CH2:12][C:13]2=[O:22])[CH2:8][C:7]2=[C:16]4[C:3]1=[C:4]([OH:33])[CH:5]=[CH:6]2.[CH3:34][I:35], predict the reaction product. The product is: [I-:35].[O:2]1[C@@H:14]2[C@@:15]34[CH2:17][CH2:18][N@@+:19]([CH2:20][CH3:21])([CH3:34])[C@@H:9]([C@:10]3([O:23][CH2:24][CH2:25][CH2:26][C:27]3[CH:28]=[CH:29][CH:30]=[CH:31][CH:32]=3)[CH2:11][CH2:12][C:13]2=[O:22])[CH2:8][C:7]2=[C:16]4[C:3]1=[C:4]([OH:33])[CH:5]=[CH:6]2. (5) Given the reactants [F:1][C:2]1[CH:7]=[CH:6][C:5]([C@@H:8]([CH2:12][NH:13][CH3:14])[CH2:9][CH2:10][OH:11])=[CH:4][CH:3]=1.[OH-].[Na+].[Cl:17][C:18]1[CH:19]=[C:20]([CH:24]=[C:25]([C:27]([F:30])([F:29])[F:28])[CH:26]=1)[C:21](Cl)=[O:22], predict the reaction product. The product is: [Cl:17][C:18]1[CH:19]=[C:20]([CH:24]=[C:25]([C:27]([F:30])([F:29])[F:28])[CH:26]=1)[C:21]([N:13]([CH2:12][C@H:8]([C:5]1[CH:6]=[CH:7][C:2]([F:1])=[CH:3][CH:4]=1)[CH2:9][CH2:10][OH:11])[CH3:14])=[O:22]. (6) Given the reactants [CH2:1]([O:3][C:4]([C:6]1[C:10]([C:11]2[C:20]3[C:15](=[CH:16][CH:17]=[CH:18][CH:19]=3)[N:14]=[CH:13][CH:12]=2)=[C:9]([C:21]2[CH:26]=[CH:25][CH:24]=[CH:23][N:22]=2)[NH:8][N:7]=1)=[O:5])[CH3:2].BrCCO.C(=O)([O-])[O-].[Cs+].[Cs+].C(OCC)(=O)C, predict the reaction product. The product is: [N:22]1[CH:23]=[CH:24][CH:25]=[CH:26][C:21]=1[C:9]1[C:10]([C:11]2[C:20]3[C:15](=[CH:16][CH:17]=[CH:18][CH:19]=3)[N:14]=[CH:13][CH:12]=2)=[C:6]2[C:4](=[O:5])[O:3][CH2:1][CH2:2][N:7]2[N:8]=1. (7) Given the reactants [C:1]1([C:7]2([C:20](=[O:23])[CH2:21][CH3:22])[CH2:12][CH2:11][N:10]([C:13]([O:15][C:16]([CH3:19])([CH3:18])[CH3:17])=[O:14])[CH2:9][CH2:8]2)[CH:6]=[CH:5][CH:4]=[CH:3][CH:2]=1.C(O)(=O)C, predict the reaction product. The product is: [CH:1]1([C:7]2([C:20](=[O:23])[CH2:21][CH3:22])[CH2:8][CH2:9][N:10]([C:13]([O:15][C:16]([CH3:18])([CH3:19])[CH3:17])=[O:14])[CH2:11][CH2:12]2)[CH2:2][CH2:3][CH2:4][CH2:5][CH2:6]1. (8) Given the reactants O[CH:2]=[C:3]1[C:11]2[C:6](=[CH:7][CH:8]=[CH:9][CH:10]=2)[NH:5][C:4]1=[O:12].[NH2:13][C:14]1[CH:19]=[CH:18][C:17]([S:20]([O:23][C:24]2[CH:29]=[CH:28][CH:27]=[CH:26][CH:25]=2)(=[O:22])=[O:21])=[CH:16][CH:15]=1, predict the reaction product. The product is: [C:24]1([O:23][S:20]([C:17]2[CH:16]=[CH:15][C:14]([NH:13][CH:2]=[C:3]3[C:11]4[C:6](=[CH:7][CH:8]=[CH:9][CH:10]=4)[NH:5][C:4]3=[O:12])=[CH:19][CH:18]=2)(=[O:21])=[O:22])[CH:25]=[CH:26][CH:27]=[CH:28][CH:29]=1. (9) Given the reactants C([O:3][C:4]([C:6]1[C:7]2[N:8]=[CH:9][CH:10]=[N:11][C:12]=2[C:13]([C:16]2[C:21]([F:22])=[C:20]([O:23][CH3:24])[CH:19]=[C:18]([O:25][CH3:26])[C:17]=2[Cl:27])=[CH:14][CH:15]=1)=O)C.[CH2:28]([N:30]1[CH2:35][CH2:34][N:33]([CH2:36][C:37]2[CH:38]=[CH:39][C:40]([NH2:43])=[N:41][CH:42]=2)[CH2:32][CH2:31]1)[CH3:29].C[Al](C)C.C([O-])(O)=O.[Na+], predict the reaction product. The product is: [CH2:28]([N:30]1[CH2:31][CH2:32][N:33]([CH2:36][C:37]2[CH:38]=[CH:39][C:40]([NH:43][C:4]([C:6]3[C:7]4[N:8]=[CH:9][CH:10]=[N:11][C:12]=4[C:13]([C:16]4[C:21]([F:22])=[C:20]([O:23][CH3:24])[CH:19]=[C:18]([O:25][CH3:26])[C:17]=4[Cl:27])=[CH:14][CH:15]=3)=[O:3])=[N:41][CH:42]=2)[CH2:34][CH2:35]1)[CH3:29]. (10) Given the reactants [CH3:1][S:2][C:3]1[NH:15][C:14](=O)[C:6]2=[CH:7][C:8]3[C:13]([N:5]2[N:4]=1)=[CH:12][CH:11]=[CH:10][CH:9]=3.P(Cl)(Cl)([Cl:19])=O.C(N(CC)C1C=CC=CC=1)C, predict the reaction product. The product is: [Cl:19][C:14]1[C:6]2=[CH:7][C:8]3[C:13]([N:5]2[N:4]=[C:3]([S:2][CH3:1])[N:15]=1)=[CH:12][CH:11]=[CH:10][CH:9]=3.